From a dataset of Forward reaction prediction with 1.9M reactions from USPTO patents (1976-2016). Predict the product of the given reaction. Given the reactants I[C:2]1[CH:7]=[CH:6][CH:5]=[CH:4][C:3]=1[O:8][CH2:9][CH2:10][CH2:11][O:12][CH3:13].[NH:14]1[C:22]2[C:17](=[CH:18][CH:19]=[CH:20][CH:21]=2)[CH:16]=[CH:15]1.N1CCC[C@H]1C(O)=O.C(=O)([O-])[O-].[K+].[K+], predict the reaction product. The product is: [CH3:13][O:12][CH2:11][CH2:10][CH2:9][O:8][C:3]1[CH:4]=[CH:5][CH:6]=[CH:7][C:2]=1[N:14]1[C:22]2[C:17](=[CH:18][CH:19]=[CH:20][CH:21]=2)[CH:16]=[CH:15]1.